Dataset: Catalyst prediction with 721,799 reactions and 888 catalyst types from USPTO. Task: Predict which catalyst facilitates the given reaction. Reactant: [CH:1]1([CH2:4][N:5]([S:18]([C:21]2[S:22][CH:23]=[CH:24][CH:25]=2)(=[O:20])=[O:19])[C:6]2[CH:7]=[CH:8][CH:9]=[C:10]3[C:14]=2[NH:13][C:12]([C:15](=[S:17])[NH2:16])=[CH:11]3)[CH2:3][CH2:2]1.Br[CH:27]([CH:30]=O)[CH:28]=[O:29].CN(C)C(=O)C. Product: [CH:1]1([CH2:4][N:5]([C:6]2[CH:7]=[CH:8][CH:9]=[C:10]3[C:14]=2[NH:13][C:12]([C:15]2[S:17][C:27]([CH2:28][OH:29])=[CH:30][N:16]=2)=[CH:11]3)[S:18]([C:21]2[S:22][CH:23]=[CH:24][CH:25]=2)(=[O:19])=[O:20])[CH2:3][CH2:2]1. The catalyst class is: 6.